Predict which catalyst facilitates the given reaction. From a dataset of Catalyst prediction with 721,799 reactions and 888 catalyst types from USPTO. (1) Reactant: C(OC([NH:8][C:9]1[CH:14]=[CH:13][CH:12]=[CH:11][C:10]=1[NH:15][C:16](=[O:29])[C:17]1[CH:22]=[CH:21][C:20]([N:23]2[CH2:28][CH2:27][NH:26][CH2:25][CH2:24]2)=[N:19][CH:18]=1)=O)(C)(C)C.Cl. Product: [NH2:8][C:9]1[CH:14]=[CH:13][CH:12]=[CH:11][C:10]=1[NH:15][C:16](=[O:29])[C:17]1[CH:22]=[CH:21][C:20]([N:23]2[CH2:24][CH2:25][NH:26][CH2:27][CH2:28]2)=[N:19][CH:18]=1. The catalyst class is: 12. (2) Reactant: [H-].[Na+].[C:3]([C:7]1[CH:12]=[C:11]([C:13]([CH3:16])([CH3:15])[CH3:14])[CH:10]=[CH:9][C:8]=1[OH:17])([CH3:6])([CH3:5])[CH3:4].[CH2:18]([O:20][P:21](Cl)(=[O:25])[O:22][CH2:23][CH3:24])[CH3:19]. Product: [CH2:18]([O:20][P:21](=[O:25])([O:22][CH2:23][CH3:24])[O:17][C:8]1[CH:9]=[CH:10][C:11]([C:13]([CH3:16])([CH3:15])[CH3:14])=[CH:12][C:7]=1[C:3]([CH3:6])([CH3:5])[CH3:4])[CH3:19]. The catalyst class is: 1. (3) Reactant: Cl.Cl.Cl.[NH:4]1[C:12]2[C:7](=[CH:8][CH:9]=[C:10]([NH:13][C:14]([C:16]3[C:35]([N:36]4[CH2:41][CH2:40][NH:39][CH2:38][CH2:37]4)=[CH:34][C:19]4[NH:20][C:21]([NH:23][C:24]5[CH:29]=[CH:28][CH:27]=[CH:26][C:25]=5[C:30]([F:33])([F:32])[F:31])=[N:22][C:18]=4[CH:17]=3)=[O:15])[CH:11]=2)[CH:6]=[N:5]1.C(N(CC)CC)C.[CH3:49][N:50]([CH3:55])[S:51](Cl)(=[O:53])=[O:52].O.NN. Product: [NH:4]1[C:12]2[C:7](=[CH:8][CH:9]=[C:10]([NH:13][C:14]([C:16]3[C:35]([N:36]4[CH2:37][CH2:38][N:39]([S:51](=[O:53])(=[O:52])[N:50]([CH3:55])[CH3:49])[CH2:40][CH2:41]4)=[CH:34][C:19]4[NH:20][C:21]([NH:23][C:24]5[CH:29]=[CH:28][CH:27]=[CH:26][C:25]=5[C:30]([F:31])([F:32])[F:33])=[N:22][C:18]=4[CH:17]=3)=[O:15])[CH:11]=2)[CH:6]=[N:5]1. The catalyst class is: 3. (4) Reactant: [F:1][C:2]1[CH:28]=[CH:27][C:5]([CH2:6][N:7]2[C:10]([CH3:12])([CH3:11])[C:9](=[O:13])[N:8]2[CH:14]2[CH:21]3[CH2:22][C:17]4([C:24](O)=[O:25])[CH2:18][CH:19]([CH2:23][CH:15]2[CH2:16]4)[CH2:20]3)=[CH:4][CH:3]=1.O.OC1C2N=N[NH:36]C=2C=CC=1.CCN=C=NCCCN(C)C.Cl.N. Product: [F:1][C:2]1[CH:3]=[CH:4][C:5]([CH2:6][N:7]2[C:10]([CH3:12])([CH3:11])[C:9](=[O:13])[N:8]2[CH:14]2[CH:21]3[CH2:22][C:17]4([C:24]([NH2:36])=[O:25])[CH2:18][CH:19]([CH2:23][CH:15]2[CH2:16]4)[CH2:20]3)=[CH:27][CH:28]=1. The catalyst class is: 46. (5) Product: [Br:1][C:2]1[CH:7]=[CH:6][C:5]([NH:8][C:31]([C:20]2[N:21]([CH2:23][O:24][CH2:25][CH2:26][Si:27]([CH3:30])([CH3:29])[CH3:28])[CH:22]=[C:18]([C:16]#[N:17])[N:19]=2)=[O:32])=[C:4]([C:9]2[CH2:14][CH2:13][CH2:12][CH2:11][CH:10]=2)[CH:3]=1. Reactant: [Br:1][C:2]1[CH:7]=[CH:6][C:5]([NH2:8])=[C:4]([C:9]2[CH2:14][CH2:13][CH2:12][CH2:11][CH:10]=2)[CH:3]=1.[K+].[C:16]([C:18]1[N:19]=[C:20]([C:31]([O-])=[O:32])[N:21]([CH2:23][O:24][CH2:25][CH2:26][Si:27]([CH3:30])([CH3:29])[CH3:28])[CH:22]=1)#[N:17].C1CN([P+](Br)(N2CCCC2)N2CCCC2)CC1.F[P-](F)(F)(F)(F)F.C(N(CC)C(C)C)(C)C. The catalyst class is: 31.